This data is from Forward reaction prediction with 1.9M reactions from USPTO patents (1976-2016). The task is: Predict the product of the given reaction. (1) Given the reactants [Cl:1][C:2]1[CH:3]=[C:4]([CH:8]([OH:12])[CH2:9][NH:10][CH3:11])[CH:5]=[CH:6][CH:7]=1.Br[CH2:14][C:15]1[C:16]([Cl:22])=[N:17][C:18]([Cl:21])=[CH:19][CH:20]=1.C(=O)([O-])[O-].[K+].[K+], predict the reaction product. The product is: [Cl:1][C:2]1[CH:3]=[C:4]([CH:8]([OH:12])[CH2:9][N:10]([CH2:14][C:15]2[C:16]([Cl:22])=[N:17][C:18]([Cl:21])=[CH:19][CH:20]=2)[CH3:11])[CH:5]=[CH:6][CH:7]=1. (2) Given the reactants [N:1]1[C:10]2[C:5](=[CH:6][CH:7]=[CH:8][CH:9]=2)[C:4]([N:11]2[CH2:17][C:16]3[CH:18]=[C:19]([C:22]4[CH:23]=[C:24]([NH2:29])[C:25]([NH2:28])=[CH:26][CH:27]=4)[CH:20]=[CH:21][C:15]=3[O:14][CH2:13][CH2:12]2)=[CH:3][CH:2]=1.[C:30](N1C=CN=C1)(N1C=CN=C1)=[S:31], predict the reaction product. The product is: [N:1]1[C:10]2[C:5](=[CH:6][CH:7]=[CH:8][CH:9]=2)[C:4]([N:11]2[CH2:17][C:16]3[CH:18]=[C:19]([C:22]4[CH:27]=[CH:26][C:25]5[NH:28][C:30](=[S:31])[NH:29][C:24]=5[CH:23]=4)[CH:20]=[CH:21][C:15]=3[O:14][CH2:13][CH2:12]2)=[CH:3][CH:2]=1. (3) Given the reactants CS/[C:3](/[NH:18][C:19]1[CH:20]=[C:21]([CH3:25])[CH:22]=[CH:23][CH:24]=1)=[C:4]1/[CH2:5][N:6]([C:11]([O:13][C:14]([CH3:17])([CH3:16])[CH3:15])=[O:12])[CH2:7][CH2:8][C:9]/1=O.[OH2:26].[NH2:27][NH2:28].[CH2:29]([OH:31])C, predict the reaction product. The product is: [CH3:29][O:31][C:25]([C:21]1[CH:20]=[C:19]([NH:18][C:3]2[C:4]3[CH2:5][N:6]([C:11]([O:13][C:14]([CH3:17])([CH3:16])[CH3:15])=[O:12])[CH2:7][CH2:8][C:9]=3[NH:28][N:27]=2)[CH:24]=[CH:23][CH:22]=1)=[O:26]. (4) Given the reactants [CH3:1][O:2][C:3]1[CH:4]=[C:5]2[C:10](=[CH:11][CH:12]=1)[C:9]([C:13]([OH:15])=O)=[N:8][C:7]([NH:16][C:17]1[CH:21]=[C:20]([CH3:22])[NH:19][N:18]=1)=[CH:6]2.[NH:23]1[CH2:28][CH2:27][O:26][CH2:25][CH2:24]1.ON1C2C=CC=CC=2N=N1.Cl.C(N=C=NCCCN(C)C)C, predict the reaction product. The product is: [CH3:1][O:2][C:3]1[CH:4]=[C:5]2[C:10](=[CH:11][CH:12]=1)[C:9]([C:13]([N:23]1[CH2:28][CH2:27][O:26][CH2:25][CH2:24]1)=[O:15])=[N:8][C:7]([NH:16][C:17]1[CH:21]=[C:20]([CH3:22])[NH:19][N:18]=1)=[CH:6]2. (5) Given the reactants [CH3:1][C:2]1[CH:7]=[C:6]([CH3:8])[CH:5]=[C:4]([CH3:9])[C:3]=1[CH:10]1[O:15][C:14](=[O:16])[CH2:13][C:12](=O)[CH2:11]1.[NH:18]1[C:26]2[CH:25]=[CH:24][CH:23]=[C:22]([CH:27]=O)[C:21]=2[CH:20]=[CH:19]1.[CH2:29]([O:31][C:32](=[O:42])[CH2:33][C:34]([C@@H:36]1[CH2:40][CH2:39][CH2:38][N:37]1[CH3:41])=O)[CH3:30].C([O-])(=O)C.[NH4+].F[B-](F)(F)F.C([N+:57]1C=CN(C)C=1)CCC, predict the reaction product. The product is: [CH2:29]([O:31][C:32]([C:33]1[CH:27]([C:22]2[CH:23]=[CH:24][CH:25]=[C:26]3[C:21]=2[CH:20]=[CH:19][NH:18]3)[C:13]2[C:14](=[O:16])[O:15][CH:10]([C:3]3[C:2]([CH3:1])=[CH:7][C:6]([CH3:8])=[CH:5][C:4]=3[CH3:9])[CH2:11][C:12]=2[NH:57][C:34]=1[C@@H:36]1[CH2:40][CH2:39][CH2:38][N:37]1[CH3:41])=[O:42])[CH3:30]. (6) Given the reactants CS(O[CH2:6][C:7]#[C:8][CH2:9][N:10]1[C:14]2[CH:15]=[CH:16][CH:17]=[CH:18][C:13]=2[N:12]([C:19]2[CH:24]=[CH:23][CH:22]=[CH:21][C:20]=2[F:25])[S:11]1(=[O:27])=[O:26])(=O)=O.[CH3:28][NH2:29].[ClH:30], predict the reaction product. The product is: [ClH:30].[F:25][C:20]1[CH:21]=[CH:22][CH:23]=[CH:24][C:19]=1[N:12]1[C:13]2[CH:18]=[CH:17][CH:16]=[CH:15][C:14]=2[N:10]([CH2:9][C:8]#[C:7][CH2:6][NH:29][CH3:28])[S:11]1(=[O:27])=[O:26]. (7) The product is: [Cl:41][C:25]1[C:24]2[NH:23][C:22](=[O:30])[C:21]3[S:31][CH:32]=[CH:33][C:20]=3[C:19]=2[C:18]([C:16]2[CH:15]=[CH:14][C:3]([CH2:4][CH2:5][NH:6][C:7](=[O:13])[O:8][C:9]([CH3:12])([CH3:11])[CH3:10])=[C:2]([F:1])[CH:17]=2)=[C:27]([O:28][CH3:29])[CH:26]=1. Given the reactants [F:1][C:2]1[CH:17]=[C:16]([C:18]2[C:19]3[C:20]4[CH:33]=[CH:32][S:31][C:21]=4[C:22](=[O:30])[NH:23][C:24]=3[CH:25]=[CH:26][C:27]=2[O:28][CH3:29])[CH:15]=[CH:14][C:3]=1[CH2:4][CH2:5][NH:6][C:7](=[O:13])[O:8][C:9]([CH3:12])([CH3:11])[CH3:10].C1C(=O)N([Cl:41])C(=O)C1, predict the reaction product.